From a dataset of Peptide-MHC class II binding affinity with 134,281 pairs from IEDB. Regression. Given a peptide amino acid sequence and an MHC pseudo amino acid sequence, predict their binding affinity value. This is MHC class II binding data. (1) The peptide sequence is APEDKYEAFVLHFSE. The MHC is DRB1_1302 with pseudo-sequence DRB1_1302. The binding affinity (normalized) is 0.148. (2) The peptide sequence is WPDLDLKPGAAWTVY. The MHC is DRB1_1101 with pseudo-sequence DRB1_1101. The binding affinity (normalized) is 0.418. (3) The peptide sequence is PKGISRMSMAMGTMA. The MHC is HLA-DQA10201-DQB10301 with pseudo-sequence HLA-DQA10201-DQB10301. The binding affinity (normalized) is 0.733. (4) The peptide sequence is RSLPPIVKDASIQVV. The MHC is HLA-DQA10501-DQB10301 with pseudo-sequence HLA-DQA10501-DQB10301. The binding affinity (normalized) is 0.516. (5) The peptide sequence is TEAPAAPAEGEKPAE. The MHC is DRB1_0401 with pseudo-sequence DRB1_0401. The binding affinity (normalized) is 0.0291. (6) The peptide sequence is VDVVLEHGGCVTTMA. The MHC is DRB1_0405 with pseudo-sequence DRB1_0405. The binding affinity (normalized) is 0.292. (7) The peptide sequence is QQYTAALSPILFECL. The MHC is HLA-DQA10301-DQB10302 with pseudo-sequence HLA-DQA10301-DQB10302. The binding affinity (normalized) is 0.462. (8) The peptide sequence is HTLMSIVSSLHLSIR. The MHC is DRB5_0101 with pseudo-sequence DRB5_0101. The binding affinity (normalized) is 0.858. (9) The peptide sequence is FVERSKAYSNCYPYD. The MHC is DRB3_0101 with pseudo-sequence DRB3_0101. The binding affinity (normalized) is 0.0762. (10) The peptide sequence is KAFAEGLSGEPKGGA. The MHC is HLA-DQA10401-DQB10402 with pseudo-sequence HLA-DQA10401-DQB10402. The binding affinity (normalized) is 0.152.